Dataset: Forward reaction prediction with 1.9M reactions from USPTO patents (1976-2016). Task: Predict the product of the given reaction. Given the reactants [F:1][CH:2]([F:5])[CH2:3][OH:4].[H-].[Na+].[F:8][C:9]1[CH:14]=[C:13](F)[CH:12]=[CH:11][N:10]=1.O, predict the reaction product. The product is: [F:1][CH:2]([F:5])[CH2:3][O:4][C:13]1[CH:12]=[CH:11][N:10]=[C:9]([F:8])[CH:14]=1.